This data is from Catalyst prediction with 721,799 reactions and 888 catalyst types from USPTO. The task is: Predict which catalyst facilitates the given reaction. (1) Reactant: [H-].C([Al+]CC(C)C)C(C)C.C([O:13][C:14]([C:16]1[CH:25]=[C:24]2[C:19]([C:20]([Cl:27])=[CH:21][C:22]([CH3:26])=[N:23]2)=[CH:18][CH:17]=1)=O)C. Product: [Cl:27][C:20]1[C:19]2[C:24](=[CH:25][C:16]([CH2:14][OH:13])=[CH:17][CH:18]=2)[N:23]=[C:22]([CH3:26])[CH:21]=1. The catalyst class is: 7. (2) Reactant: Br[C:2]1[CH:3]=[N:4][CH:5]=[C:6]2[C:11]=1[N:10]=[C:9]([C:12]([NH2:14])=[O:13])[CH:8]=[CH:7]2.[CH3:15][S:16]([C:19]1[CH:24]=[CH:23][C:22](B(O)O)=[CH:21][CH:20]=1)(=[O:18])=[O:17].C(=O)([O-])[O-].[Cs+].[Cs+]. Product: [CH3:15][S:16]([C:19]1[CH:24]=[CH:23][C:22]([C:2]2[CH:3]=[N:4][CH:5]=[C:6]3[C:11]=2[N:10]=[C:9]([C:12]([NH2:14])=[O:13])[CH:8]=[CH:7]3)=[CH:21][CH:20]=1)(=[O:18])=[O:17]. The catalyst class is: 688. (3) Reactant: [OH:1][CH2:2][CH2:3][N:4]([CH2:9][C:10]([OH:12])=[O:11])[CH2:5][C:6]([OH:8])=[O:7].Cl.[CH2:14](N(CC)CC)[CH3:15].[C:21](Cl)(=[O:23])[CH3:22].[CH3:25][CH2:26]O. Product: [CH2:14]([O:11][C:10](=[O:12])[CH2:9][N:4]([CH2:3][CH2:2][O:1][C:21](=[O:23])[CH3:22])[CH2:5][C:6]([O:8][CH2:25][CH3:26])=[O:7])[CH3:15]. The catalyst class is: 363.